This data is from Forward reaction prediction with 1.9M reactions from USPTO patents (1976-2016). The task is: Predict the product of the given reaction. (1) Given the reactants [F:1][C:2]1[CH:14]=[CH:13][C:5]2[S:6][C:7]([CH2:10][NH:11][CH3:12])=[C:8]([CH3:9])[C:4]=2[CH:3]=1.[O:15]=[C:16]1[CH2:21][O:20][C:19]2[CH:22]=[C:23](/[CH:26]=[CH:27]/[C:28]([OH:30])=O)[CH:24]=[N:25][C:18]=2[NH:17]1.ON1C2C=CC=CC=2N=N1.C(N(C(C)C)CC)(C)C.CN(C)CCCN=C=NCC, predict the reaction product. The product is: [F:1][C:2]1[CH:14]=[CH:13][C:5]2[S:6][C:7]([CH2:10][N:11]([CH3:12])[C:28](=[O:30])/[CH:27]=[CH:26]/[C:23]3[CH:24]=[N:25][C:18]4[NH:17][C:16](=[O:15])[CH2:21][O:20][C:19]=4[CH:22]=3)=[C:8]([CH3:9])[C:4]=2[CH:3]=1. (2) The product is: [CH3:14][O:13][C:3]1[CH:4]=[C:5]([CH2:10][O:11][CH3:12])[CH:6]=[C:7]([O:8][CH3:9])[C:2]=1[O:22][B:23]([OH:26])[OH:24]. Given the reactants Br[C:2]1[C:7]([O:8][CH3:9])=[CH:6][C:5]([CH2:10][O:11][CH3:12])=[CH:4][C:3]=1[O:13][CH3:14].CCCCCC.C[O:22][B:23]([O:26]C)[O:24]C.Cl, predict the reaction product. (3) Given the reactants [CH2:1]([NH:8][C:9]1[S:10][C:11]([C:14]([NH:16][C:17]2[CH:21]=[C:20]([C:22]3[CH:27]=[CH:26][C:25]([F:28])=[CH:24][CH:23]=3)[NH:19][N:18]=2)=O)=[CH:12][N:13]=1)[C:2]1[CH:7]=[CH:6][CH:5]=[CH:4][CH:3]=1, predict the reaction product. The product is: [CH2:1]([NH:8][C:9]1[S:10][C:11]([CH2:14][NH:16][C:17]2[CH:21]=[C:20]([C:22]3[CH:23]=[CH:24][C:25]([F:28])=[CH:26][CH:27]=3)[NH:19][N:18]=2)=[CH:12][N:13]=1)[C:2]1[CH:7]=[CH:6][CH:5]=[CH:4][CH:3]=1. (4) The product is: [F:1][C:2]1[CH:3]=[CH:4][C:5]([C:8]2([C:12]3[CH:13]=[CH:14][C:15]([F:18])=[CH:16][CH:17]=3)[CH2:9][NH:10][C:21]([C:23]3[CH:28]=[N:27][CH:26]=[CH:25][N:24]=3)=[N:11]2)=[CH:6][CH:7]=1. Given the reactants [F:1][C:2]1[CH:7]=[CH:6][C:5]([C:8]([C:12]2[CH:17]=[CH:16][C:15]([F:18])=[CH:14][CH:13]=2)([NH2:11])[CH2:9][NH2:10])=[CH:4][CH:3]=1.CO[C:21]([C:23]1[CH:28]=[N:27][CH:26]=[CH:25][N:24]=1)=N, predict the reaction product. (5) Given the reactants [CH3:1][C:2]1[N:6]([CH2:7][C:8]([N:10]2[CH2:15][CH2:14][CH:13]([C:16]3[S:17][CH:18]=[C:19]([C:21](Cl)=[O:22])[N:20]=3)[CH2:12][CH2:11]2)=[O:9])[N:5]=[C:4]([C:24]([F:27])([F:26])[F:25])[CH:3]=1.[CH3:28][NH:29][C@H:30]1[C:38]2[C:33](=[CH:34][CH:35]=[CH:36][CH:37]=2)[CH2:32][CH:31]1C.C(N(CC)CC)C.Cl, predict the reaction product. The product is: [C@H:30]1([N:29]([CH3:28])[C:21]([C:19]2[N:20]=[C:16]([CH:13]3[CH2:14][CH2:15][N:10]([C:8](=[O:9])[CH2:7][N:6]4[C:2]([CH3:1])=[CH:3][C:4]([C:24]([F:27])([F:26])[F:25])=[N:5]4)[CH2:11][CH2:12]3)[S:17][CH:18]=2)=[O:22])[C:38]2[C:33](=[CH:34][CH:35]=[CH:36][CH:37]=2)[CH2:32][CH2:31]1. (6) Given the reactants [Br:1][C:2]1[CH:7]=[CH:6][C:5]([C:8]([OH:11])([CH3:10])[CH3:9])=[CH:4][CH:3]=1.[H-].[Na+].[CH3:14][Si:15]([CH2:18][CH2:19][O:20][CH2:21]Cl)([CH3:17])[CH3:16], predict the reaction product. The product is: [Br:1][C:2]1[CH:3]=[CH:4][C:5]([C:8]([O:11][CH2:21][O:20][CH2:19][CH2:18][Si:15]([CH3:17])([CH3:16])[CH3:14])([CH3:9])[CH3:10])=[CH:6][CH:7]=1. (7) Given the reactants [CH2:1]([C:8]1[N:13]=[C:12]([CH3:14])[C:11]([C:15]([O:17]CC)=[O:16])=[CH:10][N:9]=1)[C:2]1[CH:7]=[CH:6][CH:5]=[CH:4][CH:3]=1.[OH-].[Na+], predict the reaction product. The product is: [CH2:1]([C:8]1[N:13]=[C:12]([CH3:14])[C:11]([C:15]([OH:17])=[O:16])=[CH:10][N:9]=1)[C:2]1[CH:3]=[CH:4][CH:5]=[CH:6][CH:7]=1. (8) Given the reactants Cl[C:2]1[N:7]=[C:6]2[N:8]([C:24]3[CH:29]=[CH:28][CH:27]=[CH:26][CH:25]=3)[C:9](=[O:23])[N:10]([C:15]3[CH:20]=[CH:19][C:18]([O:21][CH3:22])=[CH:17][CH:16]=3)[CH:11]([CH:12]([CH3:14])[CH3:13])[C:5]2=[CH:4][N:3]=1.[NH2:30][C:31]1[CH:36]=[CH:35][CH:34]=[CH:33][CH:32]=1, predict the reaction product. The product is: [CH:12]([CH:11]1[C:5]2[C:6](=[N:7][C:2]([NH:30][C:31]3[CH:36]=[CH:35][CH:34]=[CH:33][CH:32]=3)=[N:3][CH:4]=2)[N:8]([C:24]2[CH:25]=[CH:26][CH:27]=[CH:28][CH:29]=2)[C:9](=[O:23])[N:10]1[C:15]1[CH:20]=[CH:19][C:18]([O:21][CH3:22])=[CH:17][CH:16]=1)([CH3:13])[CH3:14]. (9) Given the reactants Br[C:2]1[CH:35]=[CH:34][C:5]([CH2:6][N:7]2[C:12](=[N:13][C:14]3[CH:19]=[CH:18][C:17]([O:20][CH:21]([CH3:23])[CH3:22])=[C:16]([CH3:24])[CH:15]=3)[NH:11][C:10](=[O:25])[N:9]([CH2:26][C@@H:27]([C:29]([O:31][CH3:32])=[O:30])[CH3:28])[C:8]2=[O:33])=[CH:4][CH:3]=1.[CH:36](B1OC(C)(C)C(C)(C)O1)=[CH2:37].C1COCC1.C(=O)([O-])[O-].[K+].[K+], predict the reaction product. The product is: [CH:36]([C:2]1[CH:35]=[CH:34][C:5]([CH2:6][N:7]2[C:12](=[N:13][C:14]3[CH:19]=[CH:18][C:17]([O:20][CH:21]([CH3:22])[CH3:23])=[C:16]([CH3:24])[CH:15]=3)[NH:11][C:10](=[O:25])[N:9]([CH2:26][C@@H:27]([C:29]([O:31][CH3:32])=[O:30])[CH3:28])[C:8]2=[O:33])=[CH:4][CH:3]=1)=[CH2:37]. (10) Given the reactants [Na].[C:2]1([S:8]([OH:11])(=[O:10])=O)[CH:7]=[CH:6][CH:5]=[CH:4][CH:3]=1.[CH3:12][C:13]1[C:14](=[O:19])[CH2:15][CH2:16][CH2:17][CH:18]=1.Cl, predict the reaction product. The product is: [CH3:12][CH:13]1[CH:18]([S:8]([C:2]2[CH:3]=[CH:4][CH:5]=[CH:6][CH:7]=2)(=[O:10])=[O:11])[CH2:17][CH2:16][CH2:15][C:14]1=[O:19].